From a dataset of NCI-60 drug combinations with 297,098 pairs across 59 cell lines. Regression. Given two drug SMILES strings and cell line genomic features, predict the synergy score measuring deviation from expected non-interaction effect. Drug 1: CC(C1=C(C=CC(=C1Cl)F)Cl)OC2=C(N=CC(=C2)C3=CN(N=C3)C4CCNCC4)N. Drug 2: C1=CC(=C2C(=C1NCCNCCO)C(=O)C3=C(C=CC(=C3C2=O)O)O)NCCNCCO. Cell line: HCC-2998. Synergy scores: CSS=35.0, Synergy_ZIP=7.05, Synergy_Bliss=9.95, Synergy_Loewe=3.46, Synergy_HSA=10.8.